From a dataset of Catalyst prediction with 721,799 reactions and 888 catalyst types from USPTO. Predict which catalyst facilitates the given reaction. (1) Reactant: C[O:2][C:3](=[O:47])[C@@H:4]([NH:14][C:15]([C:17]1[N:18]=[C:19]([C:37]2[CH:42]=[CH:41][C:40]([C:43]([F:46])([F:45])[F:44])=[CH:39][CH:38]=2)[O:20][C:21]=1[C:22]1[CH:27]=[CH:26][C:25]([C:28]2[N:32]=[C:31]([C:33]([F:36])([F:35])[F:34])[O:30][N:29]=2)=[CH:24][CH:23]=1)=[O:16])[CH2:5][S:6][CH2:7][C:8]1[CH:13]=[CH:12][CH:11]=[CH:10][CH:9]=1.[OH-].[Li+]. Product: [CH2:7]([S:6][CH2:5][C@H:4]([NH:14][C:15]([C:17]1[N:18]=[C:19]([C:37]2[CH:38]=[CH:39][C:40]([C:43]([F:44])([F:45])[F:46])=[CH:41][CH:42]=2)[O:20][C:21]=1[C:22]1[CH:23]=[CH:24][C:25]([C:28]2[N:32]=[C:31]([C:33]([F:35])([F:36])[F:34])[O:30][N:29]=2)=[CH:26][CH:27]=1)=[O:16])[C:3]([OH:47])=[O:2])[C:8]1[CH:13]=[CH:12][CH:11]=[CH:10][CH:9]=1. The catalyst class is: 1. (2) Reactant: [CH2:1]([N:5]([CH2:29][C:30]1[CH:35]=[CH:34][C:33]([C:36]([F:39])([F:38])[F:37])=[CH:32][C:31]=1[F:40])[C:6](=[O:28])[CH2:7][O:8][C:9]1[CH:14]=[CH:13][C:12]([CH2:15][CH2:16][O:17][C:18]2[CH:27]=[CH:26][CH:25]=[CH:24][C:19]=2[C:20]([O:22]C)=[O:21])=[CH:11][CH:10]=1)[CH2:2][CH2:3][CH3:4].[OH-].[Li+]. Product: [CH2:1]([N:5]([CH2:29][C:30]1[CH:35]=[CH:34][C:33]([C:36]([F:37])([F:38])[F:39])=[CH:32][C:31]=1[F:40])[C:6](=[O:28])[CH2:7][O:8][C:9]1[CH:14]=[CH:13][C:12]([CH2:15][CH2:16][O:17][C:18]2[CH:27]=[CH:26][CH:25]=[CH:24][C:19]=2[C:20]([OH:22])=[O:21])=[CH:11][CH:10]=1)[CH2:2][CH2:3][CH3:4]. The catalyst class is: 20.